This data is from Catalyst prediction with 721,799 reactions and 888 catalyst types from USPTO. The task is: Predict which catalyst facilitates the given reaction. (1) Reactant: C(P(=O)(OCC)OCC)#N.C[Si]([N-][Si](C)(C)C)(C)C.[Na+].[C:21]([O:25][C:26](=[O:40])[NH:27][C@H:28]1[C:37]2[C:32](=[CH:33][C:34]([CH:38]=O)=[CH:35][CH:36]=2)[CH2:31][CH2:30][CH2:29]1)([CH3:24])([CH3:23])[CH3:22].C[C:42](C)(O)[C:43]#[N:44]. Product: [C:43](/[CH:42]=[CH:38]/[C:34]1[CH:33]=[C:32]2[C:37](=[CH:36][CH:35]=1)[C@H:28]([NH:27][C:26](=[O:40])[O:25][C:21]([CH3:24])([CH3:23])[CH3:22])[CH2:29][CH2:30][CH2:31]2)#[N:44]. The catalyst class is: 1. (2) Reactant: [NH2:1][C:2]1[CH:15]=[CH:14][C:13]([O:16][CH3:17])=[CH:12][C:3]=1[C:4]([NH:6][C:7]([CH3:11])([C:9]#[CH:10])[CH3:8])=[O:5].ClCCCl.[F:22][C:23]([F:28])([F:27])[CH2:24][CH:25]=O.C(O[BH-](OC(=O)C)OC(=O)C)(=O)C.[Na+]. The catalyst class is: 322. Product: [CH3:17][O:16][C:13]1[CH:14]=[CH:15][C:2]([NH:1][CH2:25][CH2:24][C:23]([F:28])([F:27])[F:22])=[C:3]([CH:12]=1)[C:4]([NH:6][C:7]([CH3:11])([C:9]#[CH:10])[CH3:8])=[O:5]. (3) Reactant: CC(C)COC(=O)N[CH2:7][C:8]1[CH:13]=[CH:12][CH:11]=[C:10]([C:14]2[N:19]=[C:18]3[N:20]([CH3:29])[C:21](=[O:28])[N:22]([CH2:23][C:24]([CH3:27])([CH3:26])[CH3:25])[C:17]3=[CH:16][CH:15]=2)[CH:9]=1.[H-].[Na+].CI.[CH3:36][OH:37]. Product: [CH3:7][CH:8]([CH3:9])[CH2:36][O:37][C:21](=[O:28])[NH:20][CH2:18][CH2:7][C:8]1[CH:13]=[CH:12][CH:11]=[C:10]([C:14]2[N:19]=[C:18]3[N:20]([CH3:29])[C:21](=[O:28])[N:22]([CH2:23][C:24]([CH3:27])([CH3:26])[CH3:25])[C:17]3=[CH:16][CH:15]=2)[CH:9]=1. The catalyst class is: 1.